From a dataset of Full USPTO retrosynthesis dataset with 1.9M reactions from patents (1976-2016). Predict the reactants needed to synthesize the given product. (1) Given the product [F:29][CH:2]([F:1])[O:3][C:4]1[C:5]([O:23][CH2:24][CH2:25][CH:26]([CH3:27])[CH3:28])=[C:6](/[CH:10]=[CH:11]/[C:12]2[N:13]=[C:14]3[N:18]([C:19]=2[C:20]([NH:37][C:34]2[S:35][CH:36]=[C:32]([C:31]([F:39])([F:38])[F:30])[N:33]=2)=[O:22])[CH:17]=[CH:16][S:15]3)[CH:7]=[CH:8][CH:9]=1, predict the reactants needed to synthesize it. The reactants are: [F:1][CH:2]([F:29])[O:3][C:4]1[C:5]([O:23][CH2:24][CH2:25][CH:26]([CH3:28])[CH3:27])=[C:6](/[CH:10]=[CH:11]/[C:12]2[N:13]=[C:14]3[N:18]([C:19]=2[C:20]([OH:22])=O)[CH:17]=[CH:16][S:15]3)[CH:7]=[CH:8][CH:9]=1.[F:30][C:31]([F:39])([F:38])[C:32]1[N:33]=[C:34]([NH2:37])[S:35][CH:36]=1.CCN=C=NCCCN(C)C.Cl. (2) Given the product [OH:9][CH2:8][C@@H:5]1[C@H:6]2[O:7][C:28]([CH3:30])([CH3:29])[O:1][C@H:2]2[C@H:3]([N:10]2[C:19]3[C:14](=[CH:15][C:16]([O:22][CH3:23])=[C:17]([O:20][CH3:21])[CH:18]=3)[C:13](=[O:24])[NH:12][C:11]2=[O:25])[O:4]1, predict the reactants needed to synthesize it. The reactants are: [OH:1][C@@H:2]1[C@H:6]([OH:7])[C@@H:5]([CH2:8][OH:9])[O:4][C@H:3]1[N:10]1[C:19]2[C:14](=[CH:15][C:16]([O:22][CH3:23])=[C:17]([O:20][CH3:21])[CH:18]=2)[C:13](=[O:24])[NH:12][C:11]1=[O:25].CO[C:28](OC)([CH3:30])[CH3:29].O.C1(C)C=CC(S(O)(=O)=O)=CC=1.C(=O)(O)[O-].[Na+]. (3) Given the product [F:23][C:22]1[CH:21]=[CH:20][C:15]([C:16]([O:18][CH3:19])=[O:17])=[CH:14][C:13]=1[CH2:11][CH2:10][CH2:9][CH2:8][CH2:7][CH2:6][CH2:5][CH2:4][CH2:3][CH2:2][CH3:1], predict the reactants needed to synthesize it. The reactants are: [CH2:1]=[CH:2][CH2:3][CH2:4][CH2:5][CH2:6][CH2:7][CH2:8][CH2:9][CH2:10][CH3:11].Br[C:13]1[CH:14]=[C:15]([CH:20]=[CH:21][C:22]=1[F:23])[C:16]([O:18][CH3:19])=[O:17].